This data is from Forward reaction prediction with 1.9M reactions from USPTO patents (1976-2016). The task is: Predict the product of the given reaction. Given the reactants ClC(Cl)(O[C:5](=[O:11])OC(Cl)(Cl)Cl)Cl.[CH2:13]([N:15]1[C:19]2[N:20]=[C:21]([C:31]3[CH:37]=[CH:36][C:34]([NH2:35])=[CH:33][CH:32]=3)[N:22]=[C:23]([N:24]3[CH2:29][CH2:28][O:27][CH2:26][C@@H:25]3[CH3:30])[C:18]=2[N:17]=[N:16]1)[CH3:14].[F:38][C:39]1[CH:45]=[CH:44][C:42]([NH2:43])=[CH:41][CH:40]=1.CCN(CC)CC, predict the reaction product. The product is: [CH2:13]([N:15]1[C:19]2[N:20]=[C:21]([C:31]3[CH:37]=[CH:36][C:34]([NH:35][C:5]([NH:43][C:42]4[CH:44]=[CH:45][C:39]([F:38])=[CH:40][CH:41]=4)=[O:11])=[CH:33][CH:32]=3)[N:22]=[C:23]([N:24]3[CH2:29][CH2:28][O:27][CH2:26][C@@H:25]3[CH3:30])[C:18]=2[N:17]=[N:16]1)[CH3:14].